Dataset: Reaction yield outcomes from USPTO patents with 853,638 reactions. Task: Predict the reaction yield, written as a fraction of the theoretical maximum amount of product (1.0 means a 100% yield; for example, 0.34 means a 34% yield). (1) The reactants are [C:1]([O:7][CH2:8][CH3:9])(=[O:6])[C:2]#[C:3][CH2:4][CH3:5]. The catalyst is [Pd].CC([O-])=O.CC([O-])=O.[Pb+2].N1C=CC=CC=1. The product is [C:1]([O:7][CH2:8][CH3:9])(=[O:6])/[CH:2]=[CH:3]\[CH2:4][CH3:5]. The yield is 0.980. (2) The reactants are [C:1]1([CH3:18])[CH:6]=[CH:5][C:4]([S:7]([NH:10][C@@H:11]2[CH2:16][CH2:15][CH2:14][CH2:13][C@H:12]2[NH2:17])(=[O:9])=[O:8])=[CH:3][CH:2]=1.[OH-].[Na+].[C:21]([O:25][C:26](O[C:26]([O:25][C:21]([CH3:24])([CH3:23])[CH3:22])=[O:27])=[O:27])([CH3:24])([CH3:23])[CH3:22]. The catalyst is C1COCC1. The product is [C:1]1([CH3:18])[CH:2]=[CH:3][C:4]([S:7]([NH:10][C@@H:11]2[CH2:16][CH2:15][CH2:14][CH2:13][C@H:12]2[NH:17][C:26]([O:25][C:21]([CH3:24])([CH3:23])[CH3:22])=[O:27])(=[O:8])=[O:9])=[CH:5][CH:6]=1. The yield is 0.881. (3) The reactants are [CH3:1][O:2][C:3]1[CH:4]=[C:5]2[C:10](=[CH:11][C:12]=1[O:13][CH3:14])[N:9]=[N:8][CH:7]=[C:6]2O.P(Br)(Br)([Br:18])=O.C([O-])(=O)C.[Na+].C(O)C. The catalyst is C(Cl)(Cl)Cl. The product is [Br:18][C:6]1[C:5]2[C:10](=[CH:11][C:12]([O:13][CH3:14])=[C:3]([O:2][CH3:1])[CH:4]=2)[N:9]=[N:8][CH:7]=1. The yield is 0.500. (4) The reactants are [CH3:1][C:2]1([CH3:18])[C:11]2[C:6](=[CH:7][C:8]([N+:14]([O-])=O)=[C:9]([O:12][CH3:13])[CH:10]=2)[NH:5][C:4](=[O:17])[CH2:3]1.CO.[H][H]. The catalyst is C(OCC)(=O)C.[Pd]. The product is [NH2:14][C:8]1[CH:7]=[C:6]2[C:11]([C:2]([CH3:1])([CH3:18])[CH2:3][C:4](=[O:17])[NH:5]2)=[CH:10][C:9]=1[O:12][CH3:13]. The yield is 0.920. (5) The reactants are [CH2:1]([N:5]1[C:10]2=[C:11]([CH3:14])[NH:12][CH:13]=[C:9]2[C:8](=[O:15])[N:7]([CH3:16])[C:6]1=[O:17])[CH:2]([CH3:4])[CH3:3].Cl[CH2:19][C:20]1[CH:25]=[CH:24][C:23]([O:26][CH3:27])=[CH:22][CH:21]=1.C(=O)([O-])[O-].[Cs+].[Cs+]. The catalyst is CN(C=O)C.O. The product is [CH2:1]([N:5]1[C:10]2=[C:11]([CH3:14])[N:12]([CH2:19][C:20]3[CH:25]=[CH:24][C:23]([O:26][CH3:27])=[CH:22][CH:21]=3)[CH:13]=[C:9]2[C:8](=[O:15])[N:7]([CH3:16])[C:6]1=[O:17])[CH:2]([CH3:4])[CH3:3]. The yield is 0.930. (6) The reactants are [Si](Cl)(C)(C)C.Br[C:7]([F:14])([F:13])[C:8]([O:10][CH2:11][CH3:12])=[O:9].[CH2:15]([O:17][C:18](=[O:39])[CH2:19][CH2:20][N:21]([CH2:29]N1C2C=CC=CC=2N=N1)[CH2:22][C:23]1[CH:28]=[CH:27][CH:26]=[CH:25][CH:24]=1)[CH3:16].C([O-])(O)=O.[Na+]. The catalyst is C1COCC1.[Zn]. The product is [CH2:11]([O:10][C:8](=[O:9])[C:7]([F:14])([F:13])[CH2:29][N:21]([CH2:22][C:23]1[CH:24]=[CH:25][CH:26]=[CH:27][CH:28]=1)[CH2:20][CH2:19][C:18]([O:17][CH2:15][CH3:16])=[O:39])[CH3:12]. The yield is 0.930. (7) The reactants are [CH3:1][C:2]1([CH3:41])[O:6][C@@H:5]([CH2:7][CH2:8][NH:9][C:10]([CH:12]2[CH:16]([C:17]3[CH:22]=[CH:21][CH:20]=[C:19]([Cl:23])[C:18]=3[F:24])[C:15]([C:27]3[CH:32]=[CH:31][C:30]([Cl:33])=[CH:29][C:28]=3[F:34])([C:25]#[N:26])[CH:14]([CH2:35][C:36]([CH3:40])([CH3:39])[CH2:37][OH:38])[NH:13]2)=[O:11])[CH2:4][O:3]1.C(N(CC)CC)C.[CH3:49][S:50](Cl)(=[O:52])=[O:51].O. The catalyst is ClCCl. The product is [Cl:23][C:19]1[C:18]([F:24])=[C:17]([C@H:16]2[C@H:12]([C:10](=[O:11])[NH:9][CH2:8][CH2:7][C@H:5]3[CH2:4][O:3][C:2]([CH3:41])([CH3:1])[O:6]3)[NH:13][C@@H:14]([CH2:35][C:36]([CH3:40])([CH3:39])[CH2:37][O:38][S:50]([CH3:49])(=[O:52])=[O:51])[C@@:15]2([C:27]2[CH:32]=[CH:31][C:30]([Cl:33])=[CH:29][C:28]=2[F:34])[C:25]#[N:26])[CH:22]=[CH:21][CH:20]=1. The yield is 0.710. (8) The product is [OH:25][C@@H:20]1[CH2:21][CH2:22][CH2:23][CH2:24][C@H:19]1[NH:18][C:16]1[S:17][C:13]2[CH:12]=[C:11]([CH2:10][N:7]3[C:6]4[CH:28]=[C:2]([C:31]#[N:32])[C:3]([O:29][CH3:30])=[CH:4][C:5]=4[N:9]=[CH:8]3)[CH:27]=[CH:26][C:14]=2[N:15]=1. The reactants are Br[C:2]1[C:3]([O:29][CH3:30])=[CH:4][C:5]2[N:9]=[CH:8][N:7]([CH2:10][C:11]3[CH:27]=[CH:26][C:14]4[N:15]=[C:16]([NH:18][C@@H:19]5[CH2:24][CH2:23][CH2:22][CH2:21][C@H:20]5[OH:25])[S:17][C:13]=4[CH:12]=3)[C:6]=2[CH:28]=1.[CH3:31][N:32](C=O)C. The yield is 0.410. The catalyst is [C-]#N.[Zn+2].[C-]#N.C1(P(C2C=CC=CC=2)[C-]2C=CC=C2)C=CC=CC=1.[C-]1(P(C2C=CC=CC=2)C2C=CC=CC=2)C=CC=C1.[Fe+2].C1C=CC(/C=C/C(/C=C/C2C=CC=CC=2)=O)=CC=1.C1C=CC(/C=C/C(/C=C/C2C=CC=CC=2)=O)=CC=1.C1C=CC(/C=C/C(/C=C/C2C=CC=CC=2)=O)=CC=1.[Pd].[Pd].